This data is from Peptide-MHC class I binding affinity with 185,985 pairs from IEDB/IMGT. The task is: Regression. Given a peptide amino acid sequence and an MHC pseudo amino acid sequence, predict their binding affinity value. This is MHC class I binding data. (1) The peptide sequence is IKFPKTFGW. The MHC is Gogo-B0101 with pseudo-sequence Gogo-B0101. The binding affinity (normalized) is 0.252. (2) The MHC is HLA-A02:01 with pseudo-sequence HLA-A02:01. The binding affinity (normalized) is 0.0847. The peptide sequence is WQFAIHYSF. (3) The peptide sequence is EVRLATMLF. The MHC is HLA-B57:01 with pseudo-sequence HLA-B57:01. The binding affinity (normalized) is 0.0847. (4) The peptide sequence is RQQELLRL. The MHC is HLA-B27:05 with pseudo-sequence HLA-B27:05. The binding affinity (normalized) is 0.258. (5) The peptide sequence is LILAPTRVV. The MHC is HLA-B27:05 with pseudo-sequence HLA-B27:05. The binding affinity (normalized) is 0.0847. (6) The peptide sequence is KELKETLLH. The MHC is HLA-A02:11 with pseudo-sequence HLA-A02:11. The binding affinity (normalized) is 0.0847.